The task is: Predict the reactants needed to synthesize the given product.. This data is from Full USPTO retrosynthesis dataset with 1.9M reactions from patents (1976-2016). (1) Given the product [CH2:1]([O:3][C:4]([C:6]1[N:10]([CH3:11])[N:9]=[CH:8][C:7]=1[C:12]([N:17]1[CH2:18][CH2:23][CH2:21]1)=[O:14])=[O:5])[CH3:2], predict the reactants needed to synthesize it. The reactants are: [CH2:1]([O:3][C:4]([C:6]1[N:10]([CH3:11])[N:9]=[CH:8][C:7]=1[C:12]([OH:14])=O)=[O:5])[CH3:2].C([N:17]([CH:21]([CH3:23])C)[CH:18](C)C)C.N1CCC1. (2) The reactants are: [C:1]([O:5][C:6]([N:8]1[CH2:13][CH2:12][CH2:11][CH:10]([C:14]([OH:16])=[O:15])[CH2:9]1)=[O:7])([CH3:4])([CH3:3])[CH3:2].C(N=C=NCCCN(C)C)C.[CH2:28](O)/[CH:29]=[CH:30]/[CH3:31].S(=O)(=O)(O)[O-].[K+]. Given the product [C:1]([O:5][C:6]([N:8]1[CH2:13][CH2:12][CH2:11][CH:10]([C:14]([O:16][CH2:28]/[CH:29]=[CH:30]/[CH3:31])=[O:15])[CH2:9]1)=[O:7])([CH3:4])([CH3:2])[CH3:3], predict the reactants needed to synthesize it. (3) Given the product [CH3:25][C:20]1([CH3:26])[C:21]([CH3:24])([CH3:23])[O:22][B:18]([C:2]2[CH:10]=[C:9]3[C:5]([CH2:6][CH2:7][N:8]3[C:11]([O:13][C:14]([CH3:17])([CH3:16])[CH3:15])=[O:12])=[CH:4][CH:3]=2)[O:19]1, predict the reactants needed to synthesize it. The reactants are: Br[C:2]1[CH:10]=[C:9]2[C:5]([CH2:6][CH2:7][N:8]2[C:11]([O:13][C:14]([CH3:17])([CH3:16])[CH3:15])=[O:12])=[CH:4][CH:3]=1.[B:18]1([B:18]2[O:22][C:21]([CH3:24])([CH3:23])[C:20]([CH3:26])([CH3:25])[O:19]2)[O:22][C:21]([CH3:24])([CH3:23])[C:20]([CH3:26])([CH3:25])[O:19]1.C([O-])(=O)C.[K+]. (4) Given the product [Cl:1][C:2]1[S:6][C:5]([C:7]2[N:11]([CH2:12][C:13]3[CH:18]=[CH:17][CH:16]=[CH:15][C:14]=3[F:19])[C:10](=[O:20])[N:9]([CH2:21][C:22]([NH:25][CH2:26][CH:27]([NH:38][C:39](=[O:45])[O:40][C:41]([CH3:42])([CH3:44])[CH3:43])[C:28]3[CH:33]=[CH:32][CH:31]=[CH:30][C:29]=3[C:34]([F:37])([F:36])[F:35])=[O:23])[N:8]=2)=[CH:4][CH:3]=1, predict the reactants needed to synthesize it. The reactants are: [Cl:1][C:2]1[S:6][C:5]([C:7]2[N:11]([CH2:12][C:13]3[CH:18]=[CH:17][CH:16]=[CH:15][C:14]=3[F:19])[C:10](=[O:20])[N:9]([CH2:21][C:22](O)=[O:23])[N:8]=2)=[CH:4][CH:3]=1.[NH2:25][CH2:26][CH:27]([NH:38][C:39](=[O:45])[O:40][C:41]([CH3:44])([CH3:43])[CH3:42])[C:28]1[CH:33]=[CH:32][CH:31]=[CH:30][C:29]=1[C:34]([F:37])([F:36])[F:35]. (5) Given the product [Cl:38][C:35]1[CH:36]=[CH:37][C:32]([O:31][C:29](=[O:30])[N:18]([C@@H:16]2[C@@H:15]([C:20]3[CH:25]=[CH:24][C:23]([Cl:26])=[C:22]([Cl:27])[CH:21]=3)[CH2:14][N:13]([C:11]([CH:8]3[CH2:9][CH2:10][N:5]([CH2:4][CH:1]4[CH2:3][CH2:2]4)[CH2:6][CH2:7]3)=[O:12])[CH2:17]2)[CH3:19])=[CH:33][CH:34]=1, predict the reactants needed to synthesize it. The reactants are: [CH:1]1([CH2:4][N:5]2[CH2:10][CH2:9][CH:8]([C:11]([N:13]3[CH2:17][C@H:16]([NH:18][CH3:19])[C@@H:15]([C:20]4[CH:25]=[CH:24][C:23]([Cl:26])=[C:22]([Cl:27])[CH:21]=4)[CH2:14]3)=[O:12])[CH2:7][CH2:6]2)[CH2:3][CH2:2]1.Cl[C:29]([O:31][C:32]1[CH:37]=[CH:36][C:35]([Cl:38])=[CH:34][CH:33]=1)=[O:30]. (6) Given the product [CH:22]1[C:31]2[C:26](=[CH:27][CH:28]=[CH:29][CH:30]=2)[CH:25]=[CH:24][C:23]=1[C:32]([N:1]1[CH2:6][CH2:5][CH:4]([CH2:7][CH2:8][CH2:9][CH2:10][NH:11][C:12](=[O:21])[CH2:13][CH2:14][C:15]2[CH:16]=[N:17][CH:18]=[CH:19][CH:20]=2)[CH2:3][CH2:2]1)=[O:33], predict the reactants needed to synthesize it. The reactants are: [NH:1]1[CH2:6][CH2:5][CH:4]([CH2:7][CH2:8][CH2:9][CH2:10][NH:11][C:12](=[O:21])[CH2:13][CH2:14][C:15]2[CH:16]=[N:17][CH:18]=[CH:19][CH:20]=2)[CH2:3][CH2:2]1.[CH:22]1[C:31]2[C:26](=[CH:27][CH:28]=[CH:29][CH:30]=2)[CH:25]=[CH:24][C:23]=1[C:32](Cl)=[O:33].[OH-].[Na+]. (7) Given the product [C:1]([O:4][C@@H:5]1[C@H:11]2[C@H:12]3[C@H:21]([CH2:22][CH2:23][C@:8]2([CH2:9][CH3:10])[C:7](=[O:25])[CH2:6]1)[C@@H:20]1[C:15]([CH:16]=[C:17]([O:24][CH3:26])[CH2:18][CH2:19]1)=[CH:14][CH2:13]3)(=[O:3])[CH3:2], predict the reactants needed to synthesize it. The reactants are: [C:1]([O:4][C@@H:5]1[C@H:11]2[C@H:12]3[C@H:21]([CH2:22][CH2:23][C@:8]2([CH2:9][CH3:10])[C:7](=[O:25])[CH2:6]1)[C@@H:20]1[C:15](=[CH:16][C:17](=[O:24])[CH2:18][CH2:19]1)[CH2:14][CH2:13]3)(=[O:3])[CH3:2].[C:26]1(C)C=CC(S([O-])(=O)=O)=CC=1.[NH+]1C=CC=CC=1.